From a dataset of Forward reaction prediction with 1.9M reactions from USPTO patents (1976-2016). Predict the product of the given reaction. (1) Given the reactants [F:1][C:2]1[C:7]([O:8][CH:9]([CH3:11])[CH3:10])=[CH:6][C:5]([CH:12](C(OCC)=O)[C:13]([O:15][CH2:16][CH3:17])=[O:14])=[C:4]([N+:23]([O-:25])=[O:24])[CH:3]=1.[Li+].[Cl-].O, predict the reaction product. The product is: [F:1][C:2]1[C:7]([O:8][CH:9]([CH3:11])[CH3:10])=[CH:6][C:5]([CH2:12][C:13]([O:15][CH2:16][CH3:17])=[O:14])=[C:4]([N+:23]([O-:25])=[O:24])[CH:3]=1. (2) Given the reactants O1C2C1C[CH:4]([CH2:8][CH2:9][Si:10]([O:15][CH3:16])([O:13][CH3:14])[O:11][CH3:12])CC2.C12C(=O)[O:25][C:23](=[O:24])[CH:20]1C[CH:20]([C:23]([OH:25])=[O:24])CC2.[SiH4], predict the reaction product. The product is: [C:23]([O:25][CH2:4][CH2:8][CH2:9][Si:10]([O:11][CH3:12])([O:13][CH3:14])[O:15][CH3:16])(=[O:24])[CH3:20].